From a dataset of NCI-60 drug combinations with 297,098 pairs across 59 cell lines. Regression. Given two drug SMILES strings and cell line genomic features, predict the synergy score measuring deviation from expected non-interaction effect. (1) Drug 1: CC1=C2C(C(=O)C3(C(CC4C(C3C(C(C2(C)C)(CC1OC(=O)C(C(C5=CC=CC=C5)NC(=O)OC(C)(C)C)O)O)OC(=O)C6=CC=CC=C6)(CO4)OC(=O)C)OC)C)OC. Drug 2: CC1C(C(CC(O1)OC2CC(CC3=C2C(=C4C(=C3O)C(=O)C5=C(C4=O)C(=CC=C5)OC)O)(C(=O)CO)O)N)O.Cl. Cell line: HT29. Synergy scores: CSS=47.3, Synergy_ZIP=-11.0, Synergy_Bliss=-14.6, Synergy_Loewe=-8.28, Synergy_HSA=-6.87. (2) Drug 1: C1=C(C(=O)NC(=O)N1)F. Drug 2: CN(C)C1=NC(=NC(=N1)N(C)C)N(C)C. Cell line: SK-MEL-5. Synergy scores: CSS=29.7, Synergy_ZIP=-10.4, Synergy_Bliss=-15.5, Synergy_Loewe=-29.3, Synergy_HSA=-18.7. (3) Synergy scores: CSS=9.08, Synergy_ZIP=-3.03, Synergy_Bliss=2.22, Synergy_Loewe=-2.07, Synergy_HSA=1.93. Drug 2: CCC1(C2=C(COC1=O)C(=O)N3CC4=CC5=C(C=CC(=C5CN(C)C)O)N=C4C3=C2)O.Cl. Drug 1: CC1CCC2CC(C(=CC=CC=CC(CC(C(=O)C(C(C(=CC(C(=O)CC(OC(=O)C3CCCCN3C(=O)C(=O)C1(O2)O)C(C)CC4CCC(C(C4)OC)OCCO)C)C)O)OC)C)C)C)OC. Cell line: UACC-257. (4) Drug 1: C1CCN(CC1)CCOC2=CC=C(C=C2)C(=O)C3=C(SC4=C3C=CC(=C4)O)C5=CC=C(C=C5)O. Drug 2: CCC1=C2CN3C(=CC4=C(C3=O)COC(=O)C4(CC)O)C2=NC5=C1C=C(C=C5)O. Cell line: M14. Synergy scores: CSS=25.0, Synergy_ZIP=0.718, Synergy_Bliss=1.10, Synergy_Loewe=-43.6, Synergy_HSA=-0.415.